The task is: Predict the product of the given reaction.. This data is from Forward reaction prediction with 1.9M reactions from USPTO patents (1976-2016). (1) Given the reactants Cl.[CH2:2]([C:6]1[N:10]([C:11]2[CH:16]=[CH:15][CH:14]=[CH:13][CH:12]=2)[N:9]=[C:8]([CH2:17][NH:18][C:19]([CH:21]2[CH:26]3[CH:22]2[CH2:23][NH:24][CH2:25]3)=[O:20])[CH:7]=1)[CH:3]([CH3:5])[CH3:4].C(N(CC)CC)C.[C:34](Cl)(=[O:41])[C:35]1[CH:40]=[CH:39][CH:38]=[CH:37][CH:36]=1.CO, predict the reaction product. The product is: [C:34]([N:24]1[CH2:25][CH:26]2[CH:22]([CH:21]2[C:19]([NH:18][CH2:17][C:8]2[CH:7]=[C:6]([CH2:2][CH:3]([CH3:5])[CH3:4])[N:10]([C:11]3[CH:16]=[CH:15][CH:14]=[CH:13][CH:12]=3)[N:9]=2)=[O:20])[CH2:23]1)(=[O:41])[C:35]1[CH:40]=[CH:39][CH:38]=[CH:37][CH:36]=1. (2) Given the reactants [OH-:1].[Na+].[C:3]([C:5]1[CH:10]=[CH:9][CH:8]=[CH:7][C:6]=1[S:11][C:12]1[CH:20]=[CH:19][CH:18]=[CH:17][C:13]=1[C:14]([OH:16])=[O:15])#N.[OH2:21], predict the reaction product. The product is: [S:11]([C:12]1[CH:20]=[CH:19][CH:18]=[CH:17][C:13]=1[C:14]([OH:16])=[O:15])[C:6]1[CH:7]=[CH:8][CH:9]=[CH:10][C:5]=1[C:3]([OH:21])=[O:1].